From a dataset of NCI-60 drug combinations with 297,098 pairs across 59 cell lines. Regression. Given two drug SMILES strings and cell line genomic features, predict the synergy score measuring deviation from expected non-interaction effect. (1) Drug 1: CS(=O)(=O)C1=CC(=C(C=C1)C(=O)NC2=CC(=C(C=C2)Cl)C3=CC=CC=N3)Cl. Drug 2: CC1C(C(CC(O1)OC2CC(CC3=C2C(=C4C(=C3O)C(=O)C5=C(C4=O)C(=CC=C5)OC)O)(C(=O)CO)O)N)O.Cl. Cell line: NCI-H322M. Synergy scores: CSS=43.7, Synergy_ZIP=1.19, Synergy_Bliss=2.40, Synergy_Loewe=-0.409, Synergy_HSA=4.76. (2) Drug 1: C1=NC2=C(N=C(N=C2N1C3C(C(C(O3)CO)O)O)F)N. Drug 2: C1=NC(=NC(=O)N1C2C(C(C(O2)CO)O)O)N. Cell line: A549. Synergy scores: CSS=4.64, Synergy_ZIP=-0.362, Synergy_Bliss=2.60, Synergy_Loewe=-4.68, Synergy_HSA=-0.992. (3) Drug 1: C(CC(=O)O)C(=O)CN.Cl. Drug 2: CC(C)NC(=O)C1=CC=C(C=C1)CNNC.Cl. Cell line: A498. Synergy scores: CSS=8.26, Synergy_ZIP=-3.24, Synergy_Bliss=-2.73, Synergy_Loewe=-2.92, Synergy_HSA=-2.82. (4) Drug 1: CCC(=C(C1=CC=CC=C1)C2=CC=C(C=C2)OCCN(C)C)C3=CC=CC=C3.C(C(=O)O)C(CC(=O)O)(C(=O)O)O. Drug 2: CCCCCOC(=O)NC1=NC(=O)N(C=C1F)C2C(C(C(O2)C)O)O. Cell line: SR. Synergy scores: CSS=-1.07, Synergy_ZIP=-1.25, Synergy_Bliss=-2.34, Synergy_Loewe=-4.87, Synergy_HSA=-4.18. (5) Drug 1: C1CCC(C1)C(CC#N)N2C=C(C=N2)C3=C4C=CNC4=NC=N3. Drug 2: CN1C2=C(C=C(C=C2)N(CCCl)CCCl)N=C1CCCC(=O)O.Cl. Cell line: OVCAR3. Synergy scores: CSS=10.4, Synergy_ZIP=-0.358, Synergy_Bliss=0.743, Synergy_Loewe=-3.79, Synergy_HSA=-3.96. (6) Drug 1: CC12CCC(CC1=CCC3C2CCC4(C3CC=C4C5=CN=CC=C5)C)O. Drug 2: CC(C)NC(=O)C1=CC=C(C=C1)CNNC.Cl. Cell line: OVCAR3. Synergy scores: CSS=7.73, Synergy_ZIP=-3.06, Synergy_Bliss=-1.33, Synergy_Loewe=-6.41, Synergy_HSA=-2.67.